Dataset: Kir2.1 potassium channel HTS with 301,493 compounds. Task: Binary Classification. Given a drug SMILES string, predict its activity (active/inactive) in a high-throughput screening assay against a specified biological target. (1) The drug is O=C1N(C(=O)C2C3C4C(C(C12)C=C3)C(=O)N(C4=O)CCc1cc(OC)c(OC)cc1)CCc1cc(OC)c(OC)cc1. The result is 0 (inactive). (2) The drug is s1\c(n(c2ccc(F)cc2)c(=O)cc1C(OC)=O)=N/c1ccc(F)cc1. The result is 0 (inactive).